This data is from Full USPTO retrosynthesis dataset with 1.9M reactions from patents (1976-2016). The task is: Predict the reactants needed to synthesize the given product. The reactants are: [F:1][C:2]([F:31])([F:30])[C:3]([CH:18]1[CH2:23][CH2:22][CH2:21][CH:20]=[C:19]1[C:24]1[CH:29]=[CH:28][CH:27]=[CH:26][CH:25]=1)([OH:17])[CH:4]=NC1C=CC=C2C=1C=NC(C)=N2.C(=O)(O)[O-:33].[Na+]. Given the product [F:1][C:2]([F:31])([F:30])[C:3]([OH:17])([CH:18]1[CH2:23][CH2:22][CH2:21][CH:20]=[C:19]1[C:24]1[CH:29]=[CH:28][CH:27]=[CH:26][CH:25]=1)[CH:4]=[O:33], predict the reactants needed to synthesize it.